From a dataset of Forward reaction prediction with 1.9M reactions from USPTO patents (1976-2016). Predict the product of the given reaction. (1) Given the reactants [C:1]1([C@H:11]([N:13]([CH2:21][C@@H:22]2[C@@H:26]([C:27]3[CH:32]=[CH:31][CH:30]=[CH:29][CH:28]=3)[CH2:25][NH:24][CH2:23]2)[C:14](=[O:20])[O:15][C:16]([CH3:19])([CH3:18])[CH3:17])[CH3:12])[C:10]2[C:5](=[CH:6][CH:7]=[CH:8][CH:9]=2)[CH:4]=[CH:3][CH:2]=1.N1C=CC=CC=1.[C:39](OC(=O)C)(=[O:41])[CH3:40], predict the reaction product. The product is: [C:39]([N:24]1[CH2:25][C@H:26]([C:27]2[CH:28]=[CH:29][CH:30]=[CH:31][CH:32]=2)[C@@H:22]([CH2:21][N:13]([C@@H:11]([C:1]2[C:10]3[C:5](=[CH:6][CH:7]=[CH:8][CH:9]=3)[CH:4]=[CH:3][CH:2]=2)[CH3:12])[C:14](=[O:20])[O:15][C:16]([CH3:18])([CH3:19])[CH3:17])[CH2:23]1)(=[O:41])[CH3:40]. (2) Given the reactants [Cl:1][C:2]1[CH:7]=[CH:6][C:5]([N:8]=[C:9]=[O:10])=[CH:4][C:3]=1[N+:11]([O-:13])=[O:12].[NH2:14][C:15]1[CH:20]=[CH:19][CH:18]=[CH:17][CH:16]=1, predict the reaction product. The product is: [Cl:1][C:2]1[CH:7]=[CH:6][C:5]([NH:8][C:9]([NH:14][C:15]2[CH:20]=[CH:19][CH:18]=[CH:17][CH:16]=2)=[O:10])=[CH:4][C:3]=1[N+:11]([O-:13])=[O:12]. (3) Given the reactants [CH3:1][C:2]([C:4]1[CH:9]=[CH:8][C:7]([I:10])=[CH:6][CH:5]=1)=[O:3].[CH3:11][O:12][C:13]1[CH:14]=[C:15]([Mg]Br)[CH:16]=[CH:17][CH:18]=1, predict the reaction product. The product is: [I:10][C:7]1[CH:8]=[CH:9][C:4]([C:2]([C:17]2[CH:16]=[CH:15][CH:14]=[C:13]([O:12][CH3:11])[CH:18]=2)([OH:3])[CH3:1])=[CH:5][CH:6]=1. (4) Given the reactants [OH:1][CH:2]1[CH:11]([OH:12])[CH:10]2[CH:5]([CH2:6][CH2:7][CH2:8][CH2:9]2)[CH2:4][CH2:3]1.[C:13](Cl)(=[O:16])[CH:14]=[CH2:15].C(N(CC)CC)C, predict the reaction product. The product is: [OH:1][CH:2]1[CH:11]([O:12][C:13](=[O:16])[CH:14]=[CH2:15])[CH:10]2[CH:5]([CH2:6][CH2:7][CH2:8][CH2:9]2)[CH2:4][CH2:3]1. (5) Given the reactants [NH2:1][C:2]1[CH:23]=[CH:22][C:21]([N:24]2[CH2:29][CH2:28][CH2:27][CH2:26][CH2:25]2)=[CH:20][C:3]=1[C:4]([NH:6]/[N:7]=[CH:8]/[C:9]1[CH:14]=[CH:13][C:12]([Cl:15])=[C:11]([C:16]([F:19])([F:18])[F:17])[CH:10]=1)=[O:5].C(N(C(C)C)CC)(C)C.[Cl:39][CH2:40][C:41]1[CH:42]=[C:43]([CH:47]=[CH:48][CH:49]=1)[C:44](Cl)=[O:45], predict the reaction product. The product is: [Cl:15][C:12]1[CH:13]=[CH:14][C:9](/[CH:8]=[N:7]/[NH:6][C:4]([C:3]2[CH:20]=[C:21]([N:24]3[CH2:29][CH2:28][CH2:27][CH2:26][CH2:25]3)[CH:22]=[CH:23][C:2]=2[NH:1][C:44](=[O:45])[C:43]2[CH:47]=[CH:48][CH:49]=[C:41]([CH2:40][Cl:39])[CH:42]=2)=[O:5])=[CH:10][C:11]=1[C:16]([F:19])([F:17])[F:18]. (6) Given the reactants C[O-].[Na+].[NH2:4][C:5]1[N:12]=[C:11]([C:13]2[O:14][CH:15]=[CH:16][CH:17]=2)[C:10]([C:18]2[CH:23]=[CH:22][C:21](=[O:24])[NH:20][CH:19]=2)=[CH:9][C:6]=1[C:7]#[N:8].I[CH2:26][CH3:27], predict the reaction product. The product is: [NH2:4][C:5]1[N:12]=[C:11]([C:13]2[O:14][CH:15]=[CH:16][CH:17]=2)[C:10]([C:18]2[CH:23]=[CH:22][C:21](=[O:24])[N:20]([CH2:26][CH3:27])[CH:19]=2)=[CH:9][C:6]=1[C:7]#[N:8].